This data is from Catalyst prediction with 721,799 reactions and 888 catalyst types from USPTO. The task is: Predict which catalyst facilitates the given reaction. Reactant: C([O:3][C:4]([C:6]1[CH:10]=[C:9]([C:11]2[CH:16]=[CH:15][CH:14]=[CH:13][CH:12]=2)[N:8]([C:17]2[CH:22]=[CH:21][C:20]([S:23](=[O:26])(=[O:25])[NH2:24])=[CH:19][CH:18]=2)[N:7]=1)=[O:5])C.[Li+].[OH-].O. Product: [C:11]1([C:9]2[N:8]([C:17]3[CH:18]=[CH:19][C:20]([S:23](=[O:26])(=[O:25])[NH2:24])=[CH:21][CH:22]=3)[N:7]=[C:6]([C:4]([OH:5])=[O:3])[CH:10]=2)[CH:12]=[CH:13][CH:14]=[CH:15][CH:16]=1. The catalyst class is: 1.